From a dataset of Peptide-MHC class I binding affinity with 185,985 pairs from IEDB/IMGT. Regression. Given a peptide amino acid sequence and an MHC pseudo amino acid sequence, predict their binding affinity value. This is MHC class I binding data. (1) The peptide sequence is DIINSVSIIL. The MHC is HLA-A02:02 with pseudo-sequence HLA-A02:02. The binding affinity (normalized) is 0.544. (2) The peptide sequence is RRKTNLYGF. The MHC is HLA-A03:01 with pseudo-sequence HLA-A03:01. The binding affinity (normalized) is 0.0847. (3) The peptide sequence is FPRYPLNVL. The MHC is HLA-C04:01 with pseudo-sequence HLA-C04:01. The binding affinity (normalized) is 0.213. (4) The binding affinity (normalized) is 0.468. The peptide sequence is VSYMCHFIT. The MHC is H-2-Kb with pseudo-sequence H-2-Kb. (5) The peptide sequence is MEDGTIVFSL. The MHC is HLA-B40:02 with pseudo-sequence HLA-B40:02. The binding affinity (normalized) is 0.881. (6) The peptide sequence is FPGTGSEFV. The MHC is HLA-B27:05 with pseudo-sequence HLA-B27:05. The binding affinity (normalized) is 0.0847. (7) The peptide sequence is DITFLRPVL. The MHC is HLA-A68:02 with pseudo-sequence HLA-A68:02. The binding affinity (normalized) is 0.445. (8) The peptide sequence is QPYLQLQPFL. The MHC is HLA-B35:01 with pseudo-sequence HLA-B35:01. The binding affinity (normalized) is 0.454. (9) The peptide sequence is WTLVVLLI. The MHC is HLA-A02:06 with pseudo-sequence HLA-A02:06. The binding affinity (normalized) is 0.232. (10) The peptide sequence is KLVGKLNWA. The MHC is HLA-A02:03 with pseudo-sequence HLA-A02:03. The binding affinity (normalized) is 0.836.